From a dataset of Full USPTO retrosynthesis dataset with 1.9M reactions from patents (1976-2016). Predict the reactants needed to synthesize the given product. Given the product [CH2:1]([C:3]1[N:7]([C:8]2[N:16]=[C:15]3[C:11]([N:12]=[C:13]([CH2:18][N:30]4[CH2:33][CH:32]([C:34]([N:36]5[CH2:40][CH2:39][C@H:38]([OH:41])[CH2:37]5)=[O:35])[CH2:31]4)[N:14]3[CH3:17])=[C:10]([N:20]3[CH2:25][CH2:24][O:23][CH2:22][CH2:21]3)[N:9]=2)[C:6]2[CH:26]=[CH:27][CH:28]=[CH:29][C:5]=2[N:4]=1)[CH3:2], predict the reactants needed to synthesize it. The reactants are: [CH2:1]([C:3]1[N:7]([C:8]2[N:16]=[C:15]3[C:11]([N:12]=[C:13]([CH:18]=O)[N:14]3[CH3:17])=[C:10]([N:20]3[CH2:25][CH2:24][O:23][CH2:22][CH2:21]3)[N:9]=2)[C:6]2[CH:26]=[CH:27][CH:28]=[CH:29][C:5]=2[N:4]=1)[CH3:2].[NH:30]1[CH2:33][CH:32]([C:34]([N:36]2[CH2:40][CH2:39][C@H:38]([OH:41])[CH2:37]2)=[O:35])[CH2:31]1.C(O[BH-](OC(=O)C)OC(=O)C)(=O)C.[Na+].